This data is from Forward reaction prediction with 1.9M reactions from USPTO patents (1976-2016). The task is: Predict the product of the given reaction. (1) Given the reactants [Br:1][C:2]1[CH:7]=[CH:6][C:5]([CH:8]([CH3:13])[C:9]([O:11][CH3:12])=[O:10])=[CH:4][CH:3]=1.[Li+].[CH3:15][Si]([N-][Si](C)(C)C)(C)C.IC.CC([O-])(C)C.[K+].[Cl-].[NH4+], predict the reaction product. The product is: [Br:1][C:2]1[CH:3]=[CH:4][C:5]([C:8]([CH3:15])([CH3:13])[C:9]([O:11][CH3:12])=[O:10])=[CH:6][CH:7]=1. (2) The product is: [Cl:19][C:6]1[C:5]2[C:10](=[CH:11][CH:12]=[C:3]([O:2][CH3:1])[CH:4]=2)[N:9]=[CH:8][CH:7]=1. Given the reactants [CH3:1][O:2][C:3]1[CH:4]=[C:5]2[C:10](=[CH:11][CH:12]=1)[N:9]=[CH:8][CH:7]=[C:6]2O.O.[OH-].[Na+].P(Cl)(Cl)([Cl:19])=O, predict the reaction product. (3) Given the reactants [Cl:1][C:2]1[CH:7]=[C:6]([NH:8][C@H:9]([CH3:14])[C:10]([F:13])([F:12])[F:11])[C:5]([N+:15]([O-])=O)=[CH:4][N:3]=1.C(O)(=O)C.O.C(=O)(O)[O-].[Na+], predict the reaction product. The product is: [Cl:1][C:2]1[N:3]=[CH:4][C:5]([NH2:15])=[C:6]([NH:8][C@H:9]([CH3:14])[C:10]([F:13])([F:11])[F:12])[CH:7]=1.